This data is from Full USPTO retrosynthesis dataset with 1.9M reactions from patents (1976-2016). The task is: Predict the reactants needed to synthesize the given product. (1) Given the product [F:21][C:22]1[CH:27]=[CH:26][C:25]([S:28]([N:2]([CH3:1])[C:3]2[CH:12]=[CH:11][CH:10]=[C:9]3[C:4]=2[CH:5]=[CH:6][C:7]([NH:13][CH2:14][C:15]2[O:16][C:17]([CH3:20])=[CH:18][CH:19]=2)=[N:8]3)(=[O:30])=[O:29])=[CH:24][CH:23]=1, predict the reactants needed to synthesize it. The reactants are: [CH3:1][NH:2][C:3]1[C:4]2[CH:5]=[CH:6][C:7]([NH:13][CH2:14][C:15]3[O:16][C:17]([CH3:20])=[CH:18][CH:19]=3)=[N:8][C:9]=2[CH:10]=[CH:11][CH:12]=1.[F:21][C:22]1[CH:27]=[CH:26][C:25]([S:28](Cl)(=[O:30])=[O:29])=[CH:24][CH:23]=1. (2) Given the product [Cl:1][C:2]1[N:7]=[C:6]([CH3:8])[C:5]2[C:9]([I:12])=[N:10][N:11]([C:15]([C:16]3[CH:21]=[CH:20][CH:19]=[CH:18][CH:17]=3)([C:28]3[CH:29]=[CH:30][CH:31]=[CH:32][CH:33]=3)[C:22]3[CH:23]=[CH:24][CH:25]=[CH:26][CH:27]=3)[C:4]=2[CH:3]=1, predict the reactants needed to synthesize it. The reactants are: [Cl:1][C:2]1[N:7]=[C:6]([CH3:8])[C:5]2[C:9]([I:12])=[N:10][NH:11][C:4]=2[CH:3]=1.[H-].[K+].[C:15](Cl)([C:28]1[CH:33]=[CH:32][CH:31]=[CH:30][CH:29]=1)([C:22]1[CH:27]=[CH:26][CH:25]=[CH:24][CH:23]=1)[C:16]1[CH:21]=[CH:20][CH:19]=[CH:18][CH:17]=1.C(=O)(O)[O-].[Na+]. (3) Given the product [CH3:10][CH:11]1[NH:12][CH2:13][CH2:14][N:15]([C:2]2[CH:9]=[CH:8][C:5]([CH:6]=[O:7])=[CH:4][CH:3]=2)[CH2:16]1, predict the reactants needed to synthesize it. The reactants are: F[C:2]1[CH:9]=[CH:8][C:5]([CH:6]=[O:7])=[CH:4][CH:3]=1.[CH3:10][CH:11]1[CH2:16][NH:15][CH2:14][CH2:13][NH:12]1.C([O-])([O-])=O.[K+].[K+].